Task: Regression. Given two drug SMILES strings and cell line genomic features, predict the synergy score measuring deviation from expected non-interaction effect.. Dataset: NCI-60 drug combinations with 297,098 pairs across 59 cell lines Drug 1: CC12CCC3C(C1CCC2O)C(CC4=C3C=CC(=C4)O)CCCCCCCCCS(=O)CCCC(C(F)(F)F)(F)F. Drug 2: CCC1(C2=C(COC1=O)C(=O)N3CC4=CC5=C(C=CC(=C5CN(C)C)O)N=C4C3=C2)O.Cl. Cell line: SNB-19. Synergy scores: CSS=44.0, Synergy_ZIP=-1.83, Synergy_Bliss=-2.00, Synergy_Loewe=-31.2, Synergy_HSA=-1.61.